Dataset: Forward reaction prediction with 1.9M reactions from USPTO patents (1976-2016). Task: Predict the product of the given reaction. (1) Given the reactants [H-].[Na+].[CH2:3]([OH:7])[C:4]#[C:5][CH3:6].Cl[C:9]1[N:14]=[CH:13][N:12]=[C:11]([N:15]2[CH2:21][C@H:20]([CH3:22])[CH2:19][CH2:18][CH2:17][C@@H:16]2[CH3:23])[CH:10]=1.[Cl-].[NH4+], predict the reaction product. The product is: [CH2:3]([O:7][C:9]1[N:14]=[CH:13][N:12]=[C:11]([N:15]2[CH2:21][C@H:20]([CH3:22])[CH2:19][CH2:18][CH2:17][C@@H:16]2[CH3:23])[CH:10]=1)[C:4]#[C:5][CH3:6]. (2) Given the reactants [CH3:1][C:2]1[N:3]=[C:4]([C:8]2[C:13]([O:14][C:15]3[C:24]4[C:19](=[CH:20][C:21]([O:27][CH2:28][CH:29]5[CH2:31][O:30]5)=[C:22]([O:25][CH3:26])[CH:23]=4)[N:18]=[CH:17][CH:16]=3)=[CH:12][C:11]([CH3:32])=[C:10]([CH3:33])[N:9]=2)[S:5][C:6]=1[CH3:7].FC(F)(F)C(O)=[O:37].[OH-].[Na+].O, predict the reaction product. The product is: [CH3:1][C:2]1[N:3]=[C:4]([C:8]2[C:13]([O:14][C:15]3[C:24]4[C:19](=[CH:20][C:21]([O:27][CH2:28][CH:29]([OH:30])[CH2:31][OH:37])=[C:22]([O:25][CH3:26])[CH:23]=4)[N:18]=[CH:17][CH:16]=3)=[CH:12][C:11]([CH3:32])=[C:10]([CH3:33])[N:9]=2)[S:5][C:6]=1[CH3:7]. (3) Given the reactants [CH2:1]([O:8][C:9]([NH:11][C@H:12]1[CH2:15][C@@H:14]([C:16]([OH:18])=O)[C:13]1([CH3:20])[CH3:19])=[O:10])[C:2]1[CH:7]=[CH:6][CH:5]=[CH:4][CH:3]=1.[CH2:21]([N:23]1[CH2:28][CH2:27][NH:26][CH2:25][CH2:24]1)[CH3:22].C1C=CC2N(O)N=NC=2C=1.CCN=C=NCCCN(C)C, predict the reaction product. The product is: [CH2:21]([N:23]1[CH2:28][CH2:27][N:26]([C:16]([C@@H:14]2[CH2:15][C@H:12]([NH:11][C:9](=[O:10])[O:8][CH2:1][C:2]3[CH:3]=[CH:4][CH:5]=[CH:6][CH:7]=3)[C:13]2([CH3:20])[CH3:19])=[O:18])[CH2:25][CH2:24]1)[CH3:22].